Predict the reaction yield, written as a fraction of the theoretical maximum amount of product (1.0 means a 100% yield; for example, 0.34 means a 34% yield). From a dataset of Reaction yield outcomes from USPTO patents with 853,638 reactions. (1) The reactants are COC(=O)C(NC1C=C(Cl)C=C(Cl)C=1OCC1C=CC=CC=1)=CC([O-])=O.C([O:34][C:35]([C:37]1[C:46]([C:47]2[CH:52]=[CH:51][CH:50]=[CH:49][CH:48]=2)=[C:45]([O:53]CC2C=CC=CC=2)[C:44]2[C:39](=[C:40]([O:61]CC3C=CC=CC=3)[CH:41]=[CH:42][CH:43]=2)[N:38]=1)=[O:36])C1C=CC=CC=1. No catalyst specified. The product is [OH:53][C:45]1[C:44]2[C:39](=[C:40]([OH:61])[CH:41]=[CH:42][CH:43]=2)[N:38]=[C:37]([C:35]([OH:36])=[O:34])[C:46]=1[C:47]1[CH:48]=[CH:49][CH:50]=[CH:51][CH:52]=1. The yield is 0.750. (2) The reactants are Br[C:2]1[C:3]2[C:8]([CH:9]=[C:10]3[C:15]=1[CH:14]=[CH:13][CH:12]=[CH:11]3)=[CH:7][CH:6]=[CH:5][CH:4]=2.[C:16]1(B(O)O)[CH:21]=[CH:20][CH:19]=[CH:18][CH:17]=1.C(=O)([O-])[O-].[K+].[K+].C1(C)C=CC=CC=1P(C1C=CC=CC=1C)C1C=CC=CC=1C. The catalyst is C([O-])(=O)C.[Pd+2].C([O-])(=O)C.COCCOC. The product is [C:16]1([C:2]2[C:3]3[C:8]([CH:9]=[C:10]4[C:15]=2[CH:14]=[CH:13][CH:12]=[CH:11]4)=[CH:7][CH:6]=[CH:5][CH:4]=3)[CH:21]=[CH:20][CH:19]=[CH:18][CH:17]=1. The yield is 0.850. (3) The reactants are [N:1]1([CH2:7][C:8]2[CH:13]=[CH:12][C:11]([N:14]3[CH2:19][CH2:18][O:17][CH2:16][CH2:15]3)=[CH:10][C:9]=2[C:20]([F:23])([F:22])[F:21])[CH2:6][CH2:5][NH:4][CH2:3][CH2:2]1.[C:24](=O)([O:33]N1C(=O)CCC1=O)[O:25][N:26]1[C:30](=[O:31])[CH2:29][CH2:28][C:27]1=[O:32].C(N(CC)CC)C. The catalyst is CC#N. The product is [N:14]1([C:11]2[CH:12]=[CH:13][C:8]([CH2:7][N:1]3[CH2:6][CH2:5][N:4]([C:24]([O:25][N:26]4[C:30](=[O:31])[CH2:29][CH2:28][C:27]4=[O:32])=[O:33])[CH2:3][CH2:2]3)=[C:9]([C:20]([F:23])([F:22])[F:21])[CH:10]=2)[CH2:19][CH2:18][O:17][CH2:16][CH2:15]1. The yield is 0.950. (4) The reactants are Br[CH:2]([CH2:12][CH2:13][CH2:14][CH2:15][CH2:16][CH3:17])[C:3]([C:5]1[CH:10]=[CH:9][CH:8]=[C:7]([Cl:11])[CH:6]=1)=[O:4].[C:18]([NH2:22])([CH3:21])([CH3:20])[CH3:19].C(=O)(O)[O-].[Na+]. No catalyst specified. The product is [C:18]([NH:22][CH:2]([CH2:12][CH2:13][CH2:14][CH2:15][CH2:16][CH3:17])[C:3]([C:5]1[CH:10]=[CH:9][CH:8]=[C:7]([Cl:11])[CH:6]=1)=[O:4])([CH3:21])([CH3:20])[CH3:19]. The yield is 0.930. (5) The reactants are [C:1]1([NH:7][C:8]2[CH:13]=[CH:12][CH:11]=[CH:10][C:9]=2[NH:14][C:15]([C:17]2[CH:26]=[CH:25][C:20]([C:21]([O:23][CH3:24])=[O:22])=[CH:19][CH:18]=2)=[O:16])[CH:6]=[CH:5][CH:4]=[CH:3][CH:2]=1.[CH2:27]([Sn](Cl)(Cl)CCCC)[CH2:28]CC.C(=O)C.C1([SiH3])C=CC=CC=1. The catalyst is C1COCC1. The product is [CH2:27]([N:7]([C:1]1[CH:2]=[CH:3][CH:4]=[CH:5][CH:6]=1)[C:8]1[CH:13]=[CH:12][CH:11]=[CH:10][C:9]=1[NH:14][C:15]([C:17]1[CH:18]=[CH:19][C:20]([C:21]([O:23][CH3:24])=[O:22])=[CH:25][CH:26]=1)=[O:16])[CH3:28]. The yield is 1.00. (6) The reactants are [CH3:1][C:2]1[C:6]([S:7]([NH2:10])(=[O:9])=[O:8])=[C:5]([CH3:11])[O:4][N:3]=1.[CH2:12]([O:19][C:20]1[CH:25]=[CH:24][CH:23]=[CH:22][C:21]=1[C:26]1[N:27]([C:32]2[CH:33]=[C:34]([CH:38]=[CH:39][CH:40]=2)[C:35](O)=[O:36])[C:28]([CH3:31])=[CH:29][CH:30]=1)[C:13]1[CH:18]=[CH:17][CH:16]=[CH:15][CH:14]=1.C(C1NC=CN=1)(C1NC=CN=1)=O.C(N(C(C)C)CC)(C)C. The catalyst is C1COCC1.CCOC(C)=O. The product is [CH2:12]([O:19][C:20]1[CH:25]=[CH:24][CH:23]=[CH:22][C:21]=1[C:26]1[N:27]([C:32]2[CH:33]=[C:34]([CH:38]=[CH:39][CH:40]=2)[C:35]([NH:10][S:7]([C:6]2[C:2]([CH3:1])=[N:3][O:4][C:5]=2[CH3:11])(=[O:9])=[O:8])=[O:36])[C:28]([CH3:31])=[CH:29][CH:30]=1)[C:13]1[CH:14]=[CH:15][CH:16]=[CH:17][CH:18]=1. The yield is 0.300.